From a dataset of NCI-60 drug combinations with 297,098 pairs across 59 cell lines. Regression. Given two drug SMILES strings and cell line genomic features, predict the synergy score measuring deviation from expected non-interaction effect. (1) Drug 1: CC1=CC=C(C=C1)C2=CC(=NN2C3=CC=C(C=C3)S(=O)(=O)N)C(F)(F)F. Drug 2: CC1=C(C=C(C=C1)C(=O)NC2=CC(=CC(=C2)C(F)(F)F)N3C=C(N=C3)C)NC4=NC=CC(=N4)C5=CN=CC=C5. Cell line: MALME-3M. Synergy scores: CSS=-7.51, Synergy_ZIP=0.792, Synergy_Bliss=-6.39, Synergy_Loewe=-8.54, Synergy_HSA=-9.27. (2) Drug 1: C1=CC(=CC=C1C#N)C(C2=CC=C(C=C2)C#N)N3C=NC=N3. Drug 2: C1CN1P(=S)(N2CC2)N3CC3. Cell line: T-47D. Synergy scores: CSS=0.286, Synergy_ZIP=3.85, Synergy_Bliss=6.57, Synergy_Loewe=-8.10, Synergy_HSA=-7.62. (3) Drug 1: CC(CN1CC(=O)NC(=O)C1)N2CC(=O)NC(=O)C2. Drug 2: CC1=CC2C(CCC3(C2CCC3(C(=O)C)OC(=O)C)C)C4(C1=CC(=O)CC4)C. Cell line: NCI-H226. Synergy scores: CSS=8.80, Synergy_ZIP=1.41, Synergy_Bliss=5.11, Synergy_Loewe=-5.51, Synergy_HSA=-0.252. (4) Drug 1: C1=C(C(=O)NC(=O)N1)N(CCCl)CCCl. Drug 2: CC12CCC3C(C1CCC2OP(=O)(O)O)CCC4=C3C=CC(=C4)OC(=O)N(CCCl)CCCl.[Na+]. Cell line: MDA-MB-231. Synergy scores: CSS=9.69, Synergy_ZIP=-9.19, Synergy_Bliss=-5.79, Synergy_Loewe=-13.2, Synergy_HSA=-5.51. (5) Drug 1: CS(=O)(=O)OCCCCOS(=O)(=O)C. Drug 2: C1CCC(C(C1)N)N.C(=O)(C(=O)[O-])[O-].[Pt+4]. Cell line: SR. Synergy scores: CSS=90.9, Synergy_ZIP=2.78, Synergy_Bliss=0.191, Synergy_Loewe=-2.55, Synergy_HSA=3.73. (6) Drug 1: C1CC(=O)NC(=O)C1N2CC3=C(C2=O)C=CC=C3N. Drug 2: C1CNP(=O)(OC1)N(CCCl)CCCl. Cell line: OVCAR-4. Synergy scores: CSS=2.81, Synergy_ZIP=1.19, Synergy_Bliss=4.17, Synergy_Loewe=1.66, Synergy_HSA=2.42.